From a dataset of Full USPTO retrosynthesis dataset with 1.9M reactions from patents (1976-2016). Predict the reactants needed to synthesize the given product. (1) Given the product [CH3:1][C:2]1[CH:6]=[C:5]([O:7][C:8]2[CH:13]=[CH:12][CH:11]=[CH:10][C:9]=2[NH2:14])[N:4]([C:17]2[CH:22]=[CH:21][CH:20]=[CH:19][C:18]=2[CH3:23])[N:3]=1, predict the reactants needed to synthesize it. The reactants are: [CH3:1][C:2]1[CH:6]=[C:5]([O:7][C:8]2[CH:13]=[CH:12][CH:11]=[CH:10][C:9]=2[N+:14]([O-])=O)[N:4]([C:17]2[CH:22]=[CH:21][CH:20]=[CH:19][C:18]=2[CH3:23])[N:3]=1. (2) Given the product [CH2:1]([O:3][C:4]([C:5]1([S:6]([C:9]2[CH:10]=[CH:11][C:12]([O:15][C:16]3[CH:21]=[CH:20][C:19]([Cl:22])=[CH:18][CH:17]=3)=[CH:13][CH:14]=2)(=[O:8])=[O:7])[CH2:25][CH2:26][N:27]([CH2:28][C:29]2[CH:34]=[CH:33][CH:32]=[CH:31][CH:30]=2)[CH2:35][CH2:36]1)=[O:23])[CH3:2], predict the reactants needed to synthesize it. The reactants are: [CH2:1]([O:3][C:4](=[O:23])[CH2:5][S:6]([C:9]1[CH:14]=[CH:13][C:12]([O:15][C:16]2[CH:21]=[CH:20][C:19]([Cl:22])=[CH:18][CH:17]=2)=[CH:11][CH:10]=1)(=[O:8])=[O:7])[CH3:2].Cl[CH2:25][CH2:26][N:27]([CH2:35][CH2:36]Cl)[CH2:28][C:29]1[CH:34]=[CH:33][CH:32]=[CH:31][CH:30]=1. (3) Given the product [C:29]1([CH3:34])[CH:30]=[CH:31][CH:32]=[CH:33][C:28]=1[P:27]([C:35]1[CH:40]=[CH:39][CH:38]=[CH:37][C:36]=1[CH3:41])[C:8]1[N:7]([C:5]([N:4]([CH:1]([CH3:3])[CH3:2])[CH:18]([CH3:20])[CH3:19])=[O:6])[C:11]2[CH:12]=[C:13]([CH3:17])[C:14]([CH3:16])=[CH:15][C:10]=2[N:9]=1, predict the reactants needed to synthesize it. The reactants are: [CH:1]([N:4]([CH:18]([CH3:20])[CH3:19])[C:5]([N:7]1[C:11]2[CH:12]=[C:13]([CH3:17])[C:14]([CH3:16])=[CH:15][C:10]=2[N:9]=[CH:8]1)=[O:6])([CH3:3])[CH3:2].[Li]CCCC.Cl[P:27]([C:35]1[CH:40]=[CH:39][CH:38]=[CH:37][C:36]=1[CH3:41])[C:28]1[CH:33]=[CH:32][CH:31]=[CH:30][C:29]=1[CH3:34].